From a dataset of Peptide-MHC class I binding affinity with 185,985 pairs from IEDB/IMGT. Regression. Given a peptide amino acid sequence and an MHC pseudo amino acid sequence, predict their binding affinity value. This is MHC class I binding data. (1) The peptide sequence is ILSLETVKM. The MHC is HLA-A02:01 with pseudo-sequence HLA-A02:01. The binding affinity (normalized) is 0.508. (2) The peptide sequence is RGGVNTFLI. The MHC is H-2-Db with pseudo-sequence H-2-Db. The binding affinity (normalized) is 0.597. (3) The peptide sequence is NHINVKLSL. The MHC is HLA-B38:01 with pseudo-sequence HLA-B38:01. The binding affinity (normalized) is 0.500.